Predict the reactants needed to synthesize the given product. From a dataset of Full USPTO retrosynthesis dataset with 1.9M reactions from patents (1976-2016). (1) Given the product [Cl:1][C:2]1[CH:3]=[C:4]([CH:8]=[CH:9][C:10]=1[Cl:11])[C:5]([N:21]([C:15]1[CH:16]=[CH:17][C:18]([O:19][CH3:20])=[CH:13][CH:14]=1)[N:22]=[CH:24][CH3:25])=[O:6], predict the reactants needed to synthesize it. The reactants are: [Cl:1][C:2]1[CH:3]=[C:4]([CH:8]=[CH:9][C:10]=1[Cl:11])[C:5](Cl)=[O:6].Cl[C:13]1[CH:14]=[C:15]([NH:21][NH2:22])[CH:16]=[CH:17][C:18]=1[O:19][CH3:20].N1C=CC=[CH:25][CH:24]=1. (2) Given the product [C:1]([C:5]1[CH:13]=[CH:12][C:8]([C:9]([NH:14][C:15]2[CH:31]=[CH:30][C:29]([CH3:32])=[CH:28][C:16]=2[C:17]([NH:19][C:20]2[CH:21]=[CH:22][C:23]([O:26][CH3:27])=[CH:24][CH:25]=2)=[O:18])=[O:10])=[CH:7][CH:6]=1)([CH3:4])([CH3:3])[CH3:2], predict the reactants needed to synthesize it. The reactants are: [C:1]([C:5]1[CH:13]=[CH:12][C:8]([C:9](Cl)=[O:10])=[CH:7][CH:6]=1)([CH3:4])([CH3:3])[CH3:2].[NH2:14][C:15]1[CH:31]=[CH:30][C:29]([CH3:32])=[CH:28][C:16]=1[C:17]([NH:19][C:20]1[CH:25]=[CH:24][C:23]([O:26][CH3:27])=[CH:22][CH:21]=1)=[O:18]. (3) Given the product [F:21][C:18]([F:19])([F:20])[CH2:17][O:16][C:5]1[CH:6]=[CH:7][C:8]([O:10][CH2:11][C:12]([F:13])([F:14])[F:15])=[CH:9][C:4]=1[C:2](=[O:3])[CH:1]=[CH:27][C:26]1[CH:29]=[CH:30][CH:31]=[C:24]([C:23]([F:22])([F:32])[F:33])[CH:25]=1, predict the reactants needed to synthesize it. The reactants are: [CH3:1][C:2]([C:4]1[CH:9]=[C:8]([O:10][CH2:11][C:12]([F:15])([F:14])[F:13])[CH:7]=[CH:6][C:5]=1[O:16][CH2:17][C:18]([F:21])([F:20])[F:19])=[O:3].[F:22][C:23]([F:33])([F:32])[C:24]1[CH:25]=[C:26]([CH:29]=[CH:30][CH:31]=1)[CH:27]=O. (4) Given the product [O:7]([CH2:8][C:9]#[CH:10])[C@@H:6]1[O:11][C@H:12]([CH2:23][OH:24])[C@H:13]([OH:19])[C@H:14]([OH:15])[C@H:5]1[OH:4], predict the reactants needed to synthesize it. The reactants are: C([O:4][C@@H:5]1[C@@H:14]([O:15]C(=O)C)[C@@H:13]([O:19]C(=O)C)[C@@H:12]([CH2:23][O:24]C(=O)C)[O:11][C@H:6]1[O:7][CH2:8][C:9]#[CH:10])(=O)C.CO.[Na]. (5) Given the product [CH2:42]([O:41][C:39](=[O:40])[CH2:38][O:1][C@H:2]1[CH2:7][CH2:6][C@H:5]([N:8]2[C:13](=[O:14])[C:12]([CH2:15][C:16]3[CH:21]=[CH:20][C:19]([C:22]4[CH:27]=[CH:26][CH:25]=[CH:24][C:23]=4[C:28]#[N:29])=[CH:18][CH:17]=3)=[C:11]([CH2:30][CH2:31][CH3:32])[N:10]3[N:33]=[CH:34][N:35]=[C:9]23)[CH2:4][CH2:3]1)[CH3:43], predict the reactants needed to synthesize it. The reactants are: [OH:1][C@H:2]1[CH2:7][CH2:6][C@H:5]([N:8]2[C:13](=[O:14])[C:12]([CH2:15][C:16]3[CH:21]=[CH:20][C:19]([C:22]4[C:23]([C:28]#[N:29])=[CH:24][CH:25]=[CH:26][CH:27]=4)=[CH:18][CH:17]=3)=[C:11]([CH2:30][CH2:31][CH3:32])[N:10]3[N:33]=[CH:34][N:35]=[C:9]23)[CH2:4][CH2:3]1.[N+](=[CH:38][C:39]([O:41][CH2:42][CH3:43])=[O:40])=[N-].